From a dataset of Forward reaction prediction with 1.9M reactions from USPTO patents (1976-2016). Predict the product of the given reaction. (1) Given the reactants [F:1][C:2]([F:32])([F:31])[C:3]1[CH:8]=[CH:7][C:6]([C:9]2[C:10]([C:15]([NH:17][C:18]3[CH:27]=[C:26]4[C:21]([CH:22]=[C:23]([C:28]([OH:30])=O)[CH:24]=[N:25]4)=[CH:20][CH:19]=3)=[O:16])=[CH:11][CH:12]=[CH:13][CH:14]=2)=[CH:5][CH:4]=1.[CH:33]1([CH2:36][NH2:37])[CH2:35][CH2:34]1.Cl.CN(C)CCCN=C=NCC.ON1C2C=CC=CC=2N=N1.C(N(CC)CC)C, predict the reaction product. The product is: [CH:33]1([CH2:36][NH:37][C:28]([C:23]2[CH:24]=[N:25][C:26]3[C:21]([CH:22]=2)=[CH:20][CH:19]=[C:18]([NH:17][C:15]([C:10]2[C:9]([C:6]4[CH:7]=[CH:8][C:3]([C:2]([F:1])([F:32])[F:31])=[CH:4][CH:5]=4)=[CH:14][CH:13]=[CH:12][CH:11]=2)=[O:16])[CH:27]=3)=[O:30])[CH2:35][CH2:34]1. (2) Given the reactants C1(OC)C=CC=CC=1.[CH3:9][C:10]([CH3:18])=[CH:11][CH2:12][CH2:13][C:14]([CH:16]=[CH2:17])=[CH2:15].C=O, predict the reaction product. The product is: [CH3:15][C:14]1[CH2:13][CH2:12][C@@H:11]([C:10]([CH3:18])=[CH2:9])[CH2:17][CH:16]=1. (3) The product is: [Cl:27][C:20]1[CH:19]=[CH:18][C:17]([NH:16][S:1]([C:4]([F:7])([F:6])[F:5])(=[O:3])=[O:2])=[CH:26][C:21]=1[C:22]([O:24][CH3:25])=[O:23]. Given the reactants [S:1](O[S:1]([C:4]([F:7])([F:6])[F:5])(=[O:3])=[O:2])([C:4]([F:7])([F:6])[F:5])(=[O:3])=[O:2].[NH2:16][C:17]1[CH:18]=[CH:19][C:20]([Cl:27])=[C:21]([CH:26]=1)[C:22]([O:24][CH3:25])=[O:23], predict the reaction product. (4) Given the reactants [NH2:1][CH:2]1[C:10]2[C:5](=[CH:6][CH:7]=[CH:8][CH:9]=2)[CH2:4][CH2:3]1.[F:11][C:12]1[CH:20]=[CH:19][C:15]([C:16](Cl)=[O:17])=[CH:14][CH:13]=1, predict the reaction product. The product is: [F:11][C:12]1[CH:20]=[CH:19][C:15]([C:16]([NH:1][CH:2]2[C:10]3[C:5](=[CH:6][CH:7]=[CH:8][CH:9]=3)[CH2:4][CH2:3]2)=[O:17])=[CH:14][CH:13]=1. (5) Given the reactants [O:1]([C:8]1[CH:34]=[CH:33][C:11]([O:12][C:13]2[CH:18]=[CH:17][N:16]=[C:15]3[NH:19][N:20]=[C:21]([NH:22][C:23]4[CH:28]=[CH:27][N:26]=[C:25]([C:29]([O:31]C)=[O:30])[CH:24]=4)[C:14]=23)=[CH:10][CH:9]=1)[C:2]1[CH:7]=[CH:6][CH:5]=[CH:4][CH:3]=1.[OH-].[Na+], predict the reaction product. The product is: [O:1]([C:8]1[CH:34]=[CH:33][C:11]([O:12][C:13]2[CH:18]=[CH:17][N:16]=[C:15]3[NH:19][N:20]=[C:21]([NH:22][C:23]4[CH:28]=[CH:27][N:26]=[C:25]([C:29]([OH:31])=[O:30])[CH:24]=4)[C:14]=23)=[CH:10][CH:9]=1)[C:2]1[CH:7]=[CH:6][CH:5]=[CH:4][CH:3]=1. (6) The product is: [NH2:7][CH:8]([C:10]1[C:11]([O:30][CH2:31][CH3:32])=[C:12]([C:19]2[CH:24]=[CH:23][C:22]([C:25]([N:27]([CH3:28])[CH3:29])=[O:26])=[N:21][CH:20]=2)[C:13]([C:17]#[N:18])=[C:14]([Cl:16])[CH:15]=1)[CH3:9]. Given the reactants C(OC(=O)[NH:7][CH:8]([C:10]1[CH:15]=[C:14]([Cl:16])[C:13]([C:17]#[N:18])=[C:12]([C:19]2[CH:20]=[N:21][C:22]([C:25]([N:27]([CH3:29])[CH3:28])=[O:26])=[CH:23][CH:24]=2)[C:11]=1[O:30][CH2:31][CH3:32])[CH3:9])(C)(C)C.Cl, predict the reaction product.